Dataset: Full USPTO retrosynthesis dataset with 1.9M reactions from patents (1976-2016). Task: Predict the reactants needed to synthesize the given product. Given the product [OH:34][CH2:33][C:32]([NH:31][C:22]([NH:21][C:16]1[C:17]([CH3:20])=[C:18]([CH3:19])[C:13]2[O:12][CH2:11][CH:10]([C:7]3[CH:8]=[CH:9][C:4]([CH:1]([CH3:3])[CH3:2])=[CH:5][CH:6]=3)[C:14]=2[C:15]=1[CH3:30])=[O:29])([CH3:36])[CH3:35], predict the reactants needed to synthesize it. The reactants are: [CH:1]([C:4]1[CH:9]=[CH:8][C:7]([CH:10]2[C:14]3[C:15]([CH3:30])=[C:16]([NH:21][C:22](=[O:29])OCC(Cl)(Cl)Cl)[C:17]([CH3:20])=[C:18]([CH3:19])[C:13]=3[O:12][CH2:11]2)=[CH:6][CH:5]=1)([CH3:3])[CH3:2].[NH2:31][C:32]([CH3:36])([CH3:35])[CH2:33][OH:34].